This data is from Full USPTO retrosynthesis dataset with 1.9M reactions from patents (1976-2016). The task is: Predict the reactants needed to synthesize the given product. (1) Given the product [N:1]1[CH:6]=[C:5]([NH:7][C:8]([NH:34][CH2:33][C:32]2[C:27]([N:24]3[CH2:25][CH2:26][CH:21]([CH3:20])[CH2:22][CH2:23]3)=[N:28][C:29]([C:35]([F:38])([F:36])[F:37])=[CH:30][CH:31]=2)=[O:16])[CH:4]=[C:3]2[CH2:17][CH2:18][CH2:19][C:2]=12, predict the reactants needed to synthesize it. The reactants are: [N:1]1[CH:6]=[C:5]([NH:7][C:8](=[O:16])OC2C=CC=CC=2)[CH:4]=[C:3]2[CH2:17][CH2:18][CH2:19][C:2]=12.[CH3:20][CH:21]1[CH2:26][CH2:25][N:24]([C:27]2[C:32]([CH2:33][NH2:34])=[CH:31][CH:30]=[C:29]([C:35]([F:38])([F:37])[F:36])[N:28]=2)[CH2:23][CH2:22]1. (2) Given the product [Br:18][C:7]1[CH:6]=[CH:5][C:4]([CH2:3][C:2]([NH:11][CH:12]=[O:13])([CH3:1])[CH3:10])=[CH:9][CH:8]=1, predict the reactants needed to synthesize it. The reactants are: [CH3:1][C:2]([NH:11][CH:12]=[O:13])([CH3:10])[CH2:3][C:4]1[CH:9]=[CH:8][CH:7]=[CH:6][CH:5]=1.[Cl-].[Al+3].[Cl-].[Cl-].[Br:18]Br.